Dataset: Catalyst prediction with 721,799 reactions and 888 catalyst types from USPTO. Task: Predict which catalyst facilitates the given reaction. (1) Reactant: [O:1]=[C:2]1[C:10]2[C:5](=[CH:6][CH:7]=[CH:8][CH:9]=2)[C:4](=[O:11])[N:3]1[CH2:12][C:13](=O)[CH2:14][C:15]([O:17]C)=O.[CH3:20][NH:21][NH2:22]. Product: [OH:17][C:15]1[N:21]([CH3:20])[N:22]=[C:13]([CH2:12][N:3]2[C:2](=[O:1])[C:10]3[C:5](=[CH:6][CH:7]=[CH:8][CH:9]=3)[C:4]2=[O:11])[CH:14]=1. The catalyst class is: 8. (2) Reactant: [CH2:1]([O:3][C:4](=[O:13])[CH2:5][C:6]1[CH:11]=[CH:10][CH:9]=[C:8]([OH:12])[CH:7]=1)[CH3:2].[Br:14][C:15]1[CH:16]=[CH:17][C:18](F)=[C:19]([CH:22]=1)[CH:20]=[O:21].C(=O)([O-])[O-].[K+].[K+]. Product: [CH2:1]([O:3][C:4](=[O:13])[CH2:5][C:6]1[CH:11]=[CH:10][CH:9]=[C:8]([O:12][C:18]2[CH:17]=[CH:16][C:15]([Br:14])=[CH:22][C:19]=2[CH:20]=[O:21])[CH:7]=1)[CH3:2]. The catalyst class is: 12. (3) Reactant: [NH2:1][C:2]([C@@H:4]([NH:9][C:10](=[O:19])[O:11][CH2:12][C:13]1[CH:18]=[CH:17][CH:16]=[CH:15][CH:14]=1)[C:5]([CH3:8])([CH3:7])[CH3:6])=O.P(Cl)(Cl)(Cl)=O. Product: [C:2]([C@@H:4]([NH:9][C:10](=[O:19])[O:11][CH2:12][C:13]1[CH:18]=[CH:17][CH:16]=[CH:15][CH:14]=1)[C:5]([CH3:8])([CH3:7])[CH3:6])#[N:1]. The catalyst class is: 529.